This data is from Forward reaction prediction with 1.9M reactions from USPTO patents (1976-2016). The task is: Predict the product of the given reaction. Given the reactants [NH2:1][C:2]1[C:6]([C:7]([NH2:9])=[O:8])=[CH:5][N:4]([CH3:10])[N:3]=1.[C:11]([C:16]#N)(=[O:15])[O:12][CH2:13][CH3:14].Cl.CO, predict the reaction product. The product is: [OH:8][C:7]1[C:6]2[C:2](=[N:3][N:4]([CH3:10])[CH:5]=2)[N:1]=[C:16]([C:11]([O:12][CH2:13][CH3:14])=[O:15])[N:9]=1.